From a dataset of Catalyst prediction with 721,799 reactions and 888 catalyst types from USPTO. Predict which catalyst facilitates the given reaction. Reactant: [O:1]=[CH:2][C@H:3]([C@@H:5]([C@H:7]([CH2:9][OH:10])[OH:8])[OH:6])[OH:4].[CH3:11]O. Product: [O:1]([CH3:11])[CH:2]1[O:8][C@@H:7]([CH2:9][OH:10])[C@@H:5]([OH:6])[C@@H:3]1[OH:4]. The catalyst class is: 33.